This data is from Forward reaction prediction with 1.9M reactions from USPTO patents (1976-2016). The task is: Predict the product of the given reaction. (1) The product is: [Br:2][C:3]1[CH:4]=[CH:5][C:6]([O:7][CH2:8][CH:9]2[CH2:10][CH2:11][N:12]([CH2:18][C:19]3([OH:17])[CH2:24][CH2:23][CH2:22][CH2:21][CH2:20]3)[CH2:13][CH2:14]2)=[CH:15][CH:16]=1. Given the reactants Cl.[Br:2][C:3]1[CH:16]=[CH:15][C:6]([O:7][CH2:8][CH:9]2[CH2:14][CH2:13][NH:12][CH2:11][CH2:10]2)=[CH:5][CH:4]=1.[O:17]1[C:19]2([CH2:24][CH2:23][CH2:22][CH2:21][CH2:20]2)[CH2:18]1.C([O-])([O-])=O.[K+].[K+].C(O)C, predict the reaction product. (2) Given the reactants Br[C:2]1[CH:3]=[C:4]([NH:10][C:11]2[CH:26]=[C:14]3[CH2:15][N:16]([C:19]([O:21][C:22]([CH3:25])([CH3:24])[CH3:23])=[O:20])[CH2:17][CH2:18][N:13]3[N:12]=2)[C:5](=[O:9])[N:6]([CH3:8])[CH:7]=1.[C:27]([O:30][CH2:31][C:32]1[C:33]([N:47]2[CH2:59][CH2:58][N:50]3[C:51]4[CH2:52][CH2:53][CH2:54][CH2:55][C:56]=4[CH:57]=[C:49]3[C:48]2=[O:60])=[N:34][CH:35]=[CH:36][C:37]=1B1OC(C)(C)C(C)(C)O1)(=[O:29])[CH3:28].C([O-])(=O)C.[Na+].[O-]P([O-])([O-])=O.[K+].[K+].[K+], predict the reaction product. The product is: [C:27]([O:30][CH2:31][C:32]1[C:33]([N:47]2[CH2:59][CH2:58][N:50]3[C:51]4[CH2:52][CH2:53][CH2:54][CH2:55][C:56]=4[CH:57]=[C:49]3[C:48]2=[O:60])=[N:34][CH:35]=[CH:36][C:37]=1[C:2]1[CH:3]=[C:4]([NH:10][C:11]2[CH:26]=[C:14]3[CH2:15][N:16]([C:19]([O:21][C:22]([CH3:25])([CH3:24])[CH3:23])=[O:20])[CH2:17][CH2:18][N:13]3[N:12]=2)[C:5](=[O:9])[N:6]([CH3:8])[CH:7]=1)(=[O:29])[CH3:28]. (3) Given the reactants [F:1][C:2]1([F:17])[CH2:7][CH2:6][N:5]([C:8]2[CH:13]=[CH:12][C:11]([N+:14]([O-])=O)=[CH:10][N:9]=2)[CH2:4][CH2:3]1.C1COCC1.CN(C=O)C, predict the reaction product. The product is: [F:17][C:2]1([F:1])[CH2:7][CH2:6][N:5]([C:8]2[N:9]=[CH:10][C:11]([NH2:14])=[CH:12][CH:13]=2)[CH2:4][CH2:3]1. (4) Given the reactants Br[C:2]1[CH:3]=[C:4]([CH:16]=[O:17])[C:5]([N:8]2[CH2:13][C@@H:12]([CH3:14])[O:11][C@@H:10]([CH3:15])[CH2:9]2)=[N:6][CH:7]=1.[CH3:18][N:19]1[CH:23]=[C:22](B2OC(C)(C)C(C)(C)O2)[CH:21]=[N:20]1, predict the reaction product. The product is: [CH3:15][C@H:10]1[O:11][C@@H:12]([CH3:14])[CH2:13][N:8]([C:5]2[C:4]([CH:16]=[O:17])=[CH:3][C:2]([C:22]3[CH:21]=[N:20][N:19]([CH3:18])[CH:23]=3)=[CH:7][N:6]=2)[CH2:9]1. (5) Given the reactants [CH3:1][O:2][C:3]1[CH:4]=[C:5]2[C:10](=[CH:11][CH:12]=1)[C:9]([C:13](=[O:29])[C:14]1[CH:19]=[CH:18][C:17]([O:20][CH2:21][CH2:22][N:23]3[CH2:28][CH2:27][CH2:26][CH2:25][CH2:24]3)=[CH:16][CH:15]=1)=[C:8](OS(C(F)(F)F)(=O)=O)[CH:7]=[CH:6]2.[F:38][C:39]1[C:44]([F:45])=[C:43]([F:46])[CH:42]=[CH:41][C:40]=1B(O)O.[F-].[Cs+], predict the reaction product. The product is: [CH3:1][O:2][C:3]1[CH:4]=[C:5]2[C:10](=[CH:11][CH:12]=1)[C:9]([C:13]([C:14]1[CH:15]=[CH:16][C:17]([O:20][CH2:21][CH2:22][N:23]3[CH2:24][CH2:25][CH2:26][CH2:27][CH2:28]3)=[CH:18][CH:19]=1)=[O:29])=[C:8]([C:42]1[CH:41]=[CH:40][C:39]([F:38])=[C:44]([F:45])[C:43]=1[F:46])[CH:7]=[CH:6]2.